This data is from Forward reaction prediction with 1.9M reactions from USPTO patents (1976-2016). The task is: Predict the product of the given reaction. (1) Given the reactants C([O:5][C:6](=[O:38])[C:7]([CH3:37])([O:9][C:10]1[CH:36]=[CH:35][C:13]([C:14]([O:16][CH2:17][C:18]2[N:19]=[N:20][N:21]([CH2:23][C:24]3[CH:29]=[CH:28][C:27]([S:30][C:31]([F:34])([F:33])[F:32])=[CH:26][CH:25]=3)[CH:22]=2)=[O:15])=[CH:12][CH:11]=1)[CH3:8])(C)(C)C.Cl, predict the reaction product. The product is: [CH3:37][C:7]([O:9][C:10]1[CH:11]=[CH:12][C:13]([C:14]([O:16][CH2:17][C:18]2[N:19]=[N:20][N:21]([CH2:23][C:24]3[CH:25]=[CH:26][C:27]([S:30][C:31]([F:34])([F:33])[F:32])=[CH:28][CH:29]=3)[CH:22]=2)=[O:15])=[CH:35][CH:36]=1)([CH3:8])[C:6]([OH:38])=[O:5]. (2) Given the reactants [NH2:1][C:2]([NH:4][CH2:5][C:6]1[CH:11]=[CH:10][CH:9]=C[C:7]=1[N+:12]([O-])=O)=[S:3].Br.Br[CH2:17]C(C1C=NC=CC=1)=O.[NH4+].[Cl-].ClC(OC1C=CC([N+]([O-])=O)=CC=1)=O.CCN(CC)CC, predict the reaction product. The product is: [N:12]1[CH:9]=[CH:10][CH:11]=[C:6]([C:5]2[N:4]=[C:2]([NH2:1])[S:3][CH:17]=2)[CH:7]=1. (3) The product is: [F:1][C:2]1[N:3]=[CH:4][C:5]2[C:10]([CH:11]=1)=[CH:9][C:8]([C:12]([OH:14])=[O:13])=[CH:7][CH:6]=2. Given the reactants [F:1][C:2]1[N:3]=[CH:4][C:5]2[C:10]([CH:11]=1)=[CH:9][C:8]([C:12]([O:14]C)=[O:13])=[CH:7][CH:6]=2.[Li+].[OH-].Cl, predict the reaction product. (4) Given the reactants C([NH:9][NH:10][CH:11]([CH2:24][CH3:25])[C:12]([CH:18]1[CH2:23][CH2:22][CH2:21][CH2:20][CH2:19]1)([CH3:17])[C:13](OC)=[O:14])(=O)C1C=CC=CC=1.C[O-].[Na+], predict the reaction product. The product is: [CH:18]1([C:12]2([CH3:17])[C:13](=[O:14])[NH:9][N:10]=[C:11]2[CH2:24][CH3:25])[CH2:23][CH2:22][CH2:21][CH2:20][CH2:19]1.